Dataset: Catalyst prediction with 721,799 reactions and 888 catalyst types from USPTO. Task: Predict which catalyst facilitates the given reaction. Reactant: [CH2:1]([N:4]([CH2:20][CH2:21][CH3:22])[C:5]([CH2:7][CH:8]1[C:16]2[C:11](=[CH:12][CH:13]=[C:14]([O:17]C)[CH:15]=2)[N:10]([CH3:19])[CH2:9]1)=[O:6])[CH2:2][CH3:3].B(Br)(Br)Br.CO. Product: [CH2:20]([N:4]([CH2:1][CH2:2][CH3:3])[C:5]([CH2:7][CH:8]1[C:16]2[C:11](=[CH:12][CH:13]=[C:14]([OH:17])[CH:15]=2)[N:10]([CH3:19])[CH2:9]1)=[O:6])[CH2:21][CH3:22]. The catalyst class is: 268.